From a dataset of Blood-brain barrier penetration binary classification data from Martins et al.. Regression/Classification. Given a drug SMILES string, predict its absorption, distribution, metabolism, or excretion properties. Task type varies by dataset: regression for continuous measurements (e.g., permeability, clearance, half-life) or binary classification for categorical outcomes (e.g., BBB penetration, CYP inhibition). Dataset: bbb_martins. (1) The drug is COC(=O)c1ccc(C(=O)OC)cc1. The result is 1 (penetrates BBB). (2) The molecule is NNCCc1ccccc1.O=S(=O)(O)O. The result is 1 (penetrates BBB).